Dataset: Peptide-MHC class I binding affinity with 185,985 pairs from IEDB/IMGT. Task: Regression. Given a peptide amino acid sequence and an MHC pseudo amino acid sequence, predict their binding affinity value. This is MHC class I binding data. (1) The peptide sequence is LSMGLITIAV. The MHC is HLA-A02:17 with pseudo-sequence HLA-A02:17. The binding affinity (normalized) is 0.280. (2) The peptide sequence is FLGSHSEPL. The MHC is HLA-A11:01 with pseudo-sequence HLA-A11:01. The binding affinity (normalized) is 0.0847. (3) The peptide sequence is EVVDMLSTY. The MHC is HLA-A29:02 with pseudo-sequence HLA-A29:02. The binding affinity (normalized) is 0.677. (4) The peptide sequence is GLIVLPFYK. The MHC is HLA-B35:01 with pseudo-sequence HLA-B35:01. The binding affinity (normalized) is 0.0847. (5) The peptide sequence is DGDMNIGVI. The MHC is H-2-Kb with pseudo-sequence H-2-Kb. The binding affinity (normalized) is 0. (6) The peptide sequence is WYDWQQVPF. The MHC is HLA-A30:01 with pseudo-sequence HLA-A30:01. The binding affinity (normalized) is 0.0847.